Dataset: Catalyst prediction with 721,799 reactions and 888 catalyst types from USPTO. Task: Predict which catalyst facilitates the given reaction. (1) Reactant: [CH3:1][O:2][C:3]1[C:4]([O:26][CH3:27])=[CH:5][C:6]2[C:7]3[C:15]([C:16]4[CH:23]=[CH:22][C:19]([C:20]#[N:21])=[C:18]([CH:24]=C)[CH:17]=4)=[N:14][NH:13][C:8]=3[CH:9]=[N:10][C:11]=2[CH:12]=1.[O:28]1CCCC1.O=[O+][O-].[BH4-].[Na+]. Product: [CH3:1][O:2][C:3]1[C:4]([O:26][CH3:27])=[CH:5][C:6]2[C:7]3[C:15]([C:16]4[CH:23]=[CH:22][C:19]([C:20]#[N:21])=[C:18]([CH2:24][OH:28])[CH:17]=4)=[N:14][NH:13][C:8]=3[CH:9]=[N:10][C:11]=2[CH:12]=1. The catalyst class is: 737. (2) Reactant: [CH2:1]([C:5]1[N:6]=[C:7]([CH3:27])[NH:8][C:9](=[O:26])[C:10]=1[CH2:11][C:12]1[CH:17]=[CH:16][C:15]([C:18]2[C:19]([C:24]#[N:25])=[CH:20][CH:21]=[CH:22][CH:23]=2)=[CH:14][CH:13]=1)[CH2:2][CH2:3][CH3:4].C(C=P(CCCC)(CCCC)CCCC)#N.[CH3:44][C:45]([C:49]1[CH:54]=[CH:53][CH:52]=[CH:51][CH:50]=1)([CH3:48])[CH2:46]O. Product: [CH2:1]([C:5]1[N:6]=[C:7]([CH3:27])[N:8]([CH2:44][C:45]([CH3:48])([C:49]2[CH:54]=[CH:53][CH:52]=[CH:51][CH:50]=2)[CH3:46])[C:9](=[O:26])[C:10]=1[CH2:11][C:12]1[CH:17]=[CH:16][C:15]([C:18]2[C:19]([C:24]#[N:25])=[CH:20][CH:21]=[CH:22][CH:23]=2)=[CH:14][CH:13]=1)[CH2:2][CH2:3][CH3:4]. The catalyst class is: 11. (3) Reactant: [CH2:1]([O:3]N)[CH3:2].Cl.C(Cl)Cl.[BH3-][C:10]#[N:11].[Na+].Cl.N1[CH:19]=[CH:18][CH:17]=[CH:16][CH:15]=1. Product: [CH2:1]([O:3][NH:11][CH2:10][C:15]1[CH:19]=[CH:18][C:17]2[C:17](=[CH:18][CH:19]=[CH:15][CH:16]=2)[CH:16]=1)[CH3:2]. The catalyst class is: 14. (4) Reactant: [N:1]1[CH:6]=[CH:5][CH:4]=[C:3]([NH2:7])[CH:2]=1.C[Si]([N-][Si](C)(C)C)(C)C.[Na+].[C:18](O[C:18]([O:20][C:21]([CH3:24])([CH3:23])[CH3:22])=[O:19])([O:20][C:21]([CH3:24])([CH3:23])[CH3:22])=[O:19].C. Product: [N:1]1[CH:6]=[CH:5][CH:4]=[C:3]([NH:7][C:18](=[O:19])[O:20][C:21]([CH3:24])([CH3:23])[CH3:22])[CH:2]=1. The catalyst class is: 54. (5) Reactant: [CH3:1][N:2]1[CH:6]=[C:5]([S:7]([NH:10][CH2:11][CH2:12][NH:13][C:14]2[CH:26]=[CH:25][C:17]([C:18]([O:20][C:21]([CH3:24])([CH3:23])[CH3:22])=[O:19])=[CH:16][CH:15]=2)(=[O:9])=[O:8])[N:4]=[CH:3]1.[CH2:27](Br)[C:28]1[CH:33]=[CH:32][CH:31]=[CH:30][CH:29]=1.C([O-])([O-])=O.[Cs+].[Cs+].[Cl-]. Product: [CH2:27]([N:10]([S:7]([C:5]1[N:4]=[CH:3][N:2]([CH3:1])[CH:6]=1)(=[O:8])=[O:9])[CH2:11][CH2:12][NH:13][C:14]1[CH:26]=[CH:25][C:17]([C:18]([O:20][C:21]([CH3:22])([CH3:23])[CH3:24])=[O:19])=[CH:16][CH:15]=1)[C:28]1[CH:33]=[CH:32][CH:31]=[CH:30][CH:29]=1. The catalyst class is: 18. (6) Reactant: [C:1]([C:5]1[O:9][N:8]=[C:7]([NH:10][C:11]([C@@H:13]2[CH2:18][CH2:17][CH2:16][CH2:15][N:14]2[C:19]([N:21]2[CH2:26][CH2:25][S:24][CH2:23][CH2:22]2)=[O:20])=[O:12])[CH:6]=1)([CH3:4])([CH3:3])[CH3:2].[OH:27]OS([O-])=O.[K+].O. Product: [C:1]([C:5]1[O:9][N:8]=[C:7]([NH:10][C:11]([C@@H:13]2[CH2:18][CH2:17][CH2:16][CH2:15][N:14]2[C:19]([N:21]2[CH2:26][CH2:25][SH2:24](=[O:27])[CH2:23][CH2:22]2)=[O:20])=[O:12])[CH:6]=1)([CH3:4])([CH3:2])[CH3:3]. The catalyst class is: 61. (7) Reactant: [CH:1]1([N:6]2[C:15]3[N:14]=[C:13]([C:16]4[CH:21]=[CH:20][N:19]=[C:18](F)[CH:17]=4)[N:12]=[CH:11][C:10]=3[N:9]([CH3:23])[C:8](=[O:24])[C@H:7]2[CH2:25][CH3:26])[CH2:5][CH2:4][CH2:3][CH2:2]1.[NH:27]([CH3:29])[CH3:28].Cl.C([O-])([O-])=O.[Na+].[Na+]. Product: [CH:1]1([N:6]2[C:15]3[N:14]=[C:13]([C:16]4[CH:21]=[CH:20][N:19]=[C:18]([N:27]([CH3:29])[CH3:28])[CH:17]=4)[N:12]=[CH:11][C:10]=3[N:9]([CH3:23])[C:8](=[O:24])[C@H:7]2[CH2:25][CH3:26])[CH2:5][CH2:4][CH2:3][CH2:2]1. The catalyst class is: 16.